This data is from Catalyst prediction with 721,799 reactions and 888 catalyst types from USPTO. The task is: Predict which catalyst facilitates the given reaction. (1) Reactant: [CH2:1]([N:5]([CH2:23][C:24]1[CH:36]=[CH:35][C:27]([O:28][CH2:29][C:30]([O:32]CC)=[O:31])=[C:26]([CH3:37])[CH:25]=1)[C:6]1[C:11]([CH3:12])=[C:10]([C:13]2[CH:18]=[CH:17][C:16]([C:19]([F:22])([F:21])[F:20])=[CH:15][CH:14]=2)[N:9]=[CH:8][N:7]=1)[CH2:2][CH2:3][CH3:4].[OH-].[Na+]. Product: [CH2:1]([N:5]([CH2:23][C:24]1[CH:36]=[CH:35][C:27]([O:28][CH2:29][C:30]([OH:32])=[O:31])=[C:26]([CH3:37])[CH:25]=1)[C:6]1[C:11]([CH3:12])=[C:10]([C:13]2[CH:14]=[CH:15][C:16]([C:19]([F:20])([F:21])[F:22])=[CH:17][CH:18]=2)[N:9]=[CH:8][N:7]=1)[CH2:2][CH2:3][CH3:4]. The catalyst class is: 111. (2) Reactant: [CH2:1]([O:8][C:9](=[O:33])[C@@H:10]([NH:20][C:21](=[O:32])[C@@H:22]([NH:24]C(OC(C)(C)C)=O)[CH3:23])[CH2:11][C:12]1[CH:17]=[CH:16][C:15]([O:18][CH3:19])=[CH:14][CH:13]=1)[C:2]1[CH:7]=[CH:6][CH:5]=[CH:4][CH:3]=1.FC(F)(F)C(O)=O.C(N(CC)C(C)C)(C)C.[O:50]1[C:55]2[CH:56]=[CH:57][CH:58]=[CH:59][C:54]=2[N:53]([CH2:60][C:61]([OH:63])=O)[CH2:52][CH2:51]1.CN(C(ON1N=NC2C=CC=NC1=2)=[N+](C)C)C.F[P-](F)(F)(F)(F)F. Product: [CH2:1]([O:8][C:9](=[O:33])[C@@H:10]([NH:20][C:21](=[O:32])[C@@H:22]([NH:24][C:61](=[O:63])[CH2:60][N:53]1[C:54]2[CH:59]=[CH:58][CH:57]=[CH:56][C:55]=2[O:50][CH2:51][CH2:52]1)[CH3:23])[CH2:11][C:12]1[CH:13]=[CH:14][C:15]([O:18][CH3:19])=[CH:16][CH:17]=1)[C:2]1[CH:3]=[CH:4][CH:5]=[CH:6][CH:7]=1. The catalyst class is: 4. (3) The catalyst class is: 2. Product: [O:1]=[C:2]1[N:8]2[CH2:9][C@@H:4]([CH2:5][CH2:6][C@H:7]2[C:10]([NH:12][N:13]2[CH2:18][CH2:17][NH:16][CH2:15][CH2:14]2)=[O:11])[N:3]1[O:26][S:27]([OH:30])(=[O:28])=[O:29]. Reactant: [O:1]=[C:2]1[N:8]2[CH2:9][C@@H:4]([CH2:5][CH2:6][C@H:7]2[C:10]([NH:12][N:13]2[CH2:18][CH2:17][N:16](C(OC(C)(C)C)=O)[CH2:15][CH2:14]2)=[O:11])[N:3]1[O:26][S:27]([OH:30])(=[O:29])=[O:28].FC(F)(F)C(O)=O. (4) The catalyst class is: 4. Product: [ClH:3].[Cl:3][CH2:18][C:15]1[CH:16]=[CH:17][C:12]([CH2:11][N:5]2[CH2:10][CH2:9][O:8][CH2:7][CH2:6]2)=[CH:13][CH:14]=1. Reactant: S(Cl)([Cl:3])=O.[N:5]1([CH2:11][C:12]2[CH:17]=[CH:16][C:15]([CH2:18]O)=[CH:14][CH:13]=2)[CH2:10][CH2:9][O:8][CH2:7][CH2:6]1. (5) Reactant: [OH-].[Li+].[N:3]([CH2:6][C:7]1[CH:8]=[C:9]([CH:14]=[CH:15][CH:16]=1)[C:10]([O:12]C)=[O:11])=[N+:4]=[N-:5].[OH-].[Na+]. Product: [N:3]([CH2:6][C:7]1[CH:8]=[C:9]([CH:14]=[CH:15][CH:16]=1)[C:10]([OH:12])=[O:11])=[N+:4]=[N-:5]. The catalyst class is: 127. (6) Reactant: C[O:2][C:3](=[O:40])[C@H:4]([NH:8][C:9]([C@H:11]1[C@H:15]([C:16]2[CH:21]=[CH:20][CH:19]=[C:18]([Cl:22])[C:17]=2[F:23])[C@:14]([C:26]2[CH:31]=[CH:30][C:29]([Cl:32])=[CH:28][C:27]=2[F:33])([C:24]#[N:25])[C@H:13]([CH2:34][C:35]([CH3:38])([CH3:37])[CH3:36])[N:12]1[CH3:39])=[O:10])[CH:5]1[CH2:7][CH2:6]1.[Li+].[OH-]. Product: [Cl:22][C:18]1[C:17]([F:23])=[C:16]([C@@H:15]2[C@:14]([C:26]3[CH:31]=[CH:30][C:29]([Cl:32])=[CH:28][C:27]=3[F:33])([C:24]#[N:25])[C@H:13]([CH2:34][C:35]([CH3:37])([CH3:38])[CH3:36])[N:12]([CH3:39])[C@H:11]2[C:9]([NH:8][C@H:4]([CH:5]2[CH2:6][CH2:7]2)[C:3]([OH:40])=[O:2])=[O:10])[CH:21]=[CH:20][CH:19]=1. The catalyst class is: 87.